This data is from Reaction yield outcomes from USPTO patents with 853,638 reactions. The task is: Predict the reaction yield, written as a fraction of the theoretical maximum amount of product (1.0 means a 100% yield; for example, 0.34 means a 34% yield). (1) The reactants are [CH2:1]([O:3][C:4](=[O:14])[CH2:5][CH2:6][NH:7][CH2:8][C:9]([O:11][CH2:12][CH3:13])=[O:10])[CH3:2].Cl[C:16]([O:18][CH2:19][C:20]1[CH:25]=[CH:24][CH:23]=[CH:22][CH:21]=1)=[O:17].O. The catalyst is C(#N)C. The product is [CH2:1]([O:3][C:4](=[O:14])[CH2:5][CH2:6][N:7]([C:16]([O:18][CH2:19][C:20]1[CH:25]=[CH:24][CH:23]=[CH:22][CH:21]=1)=[O:17])[CH2:8][C:9]([O:11][CH2:12][CH3:13])=[O:10])[CH3:2]. The yield is 0.800. (2) The reactants are Br[C:2]1[CH:23]=[CH:22][C:5]([C:6]([NH:8][S:9]([C:12]2[CH:17]=[CH:16][CH:15]=[CH:14][C:13]=2[S:18](=[O:21])(=[O:20])[NH2:19])(=[O:11])=[O:10])=[O:7])=[CH:4][C:3]=1[O:24][CH2:25][CH2:26][O:27][CH2:28][CH2:29][O:30][CH3:31].[CH3:32][C:33]([CH3:46])([CH3:45])[C:34]#[C:35]B(OC(C)C)OC(C)C. No catalyst specified. The product is [CH3:32][C:33]([CH3:46])([CH3:45])[C:34]#[C:35][C:2]1[CH:23]=[CH:22][C:5]([C:6]([NH:8][S:9]([C:12]2[CH:17]=[CH:16][CH:15]=[CH:14][C:13]=2[S:18](=[O:21])(=[O:20])[NH2:19])(=[O:11])=[O:10])=[O:7])=[CH:4][C:3]=1[O:24][CH2:25][CH2:26][O:27][CH2:28][CH2:29][O:30][CH3:31]. The yield is 0.280. (3) The reactants are [C:1]1([CH:11]([N:13]2[CH:17]3[C:18](=O)[N:19]([CH2:22][CH2:23][C:24]4[CH:29]=[CH:28][CH:27]=[CH:26][CH:25]=4)[CH2:20][CH2:21][CH:16]3[CH2:15][CH2:14]2)[CH3:12])[C:10]2[C:5](=[CH:6][CH:7]=[CH:8][CH:9]=2)[CH:4]=[CH:3][CH:2]=1.CC(C[AlH]CC(C)C)C.C1(C)C=CC=CC=1. The catalyst is C1COCC1. The product is [C:1]1([CH:11]([N:13]2[CH:17]3[CH2:18][N:19]([CH2:22][CH2:23][C:24]4[CH:29]=[CH:28][CH:27]=[CH:26][CH:25]=4)[CH2:20][CH2:21][CH:16]3[CH2:15][CH2:14]2)[CH3:12])[C:10]2[C:5](=[CH:6][CH:7]=[CH:8][CH:9]=2)[CH:4]=[CH:3][CH:2]=1. The yield is 0.480. (4) The reactants are [C:1]1([OH:9])[CH:6]=[C:5]([OH:7])[CH:4]=[C:3]([OH:8])[CH:2]=1.C(=O)([O-])[O-].[K+].[K+].Br[CH2:17][CH2:18][CH2:19][O:20][CH3:21].Cl. The catalyst is CN(C=O)C.O. The product is [CH3:21][O:20][CH2:19][CH2:18][CH2:17][O:7][C:5]1[CH:6]=[C:1]([OH:9])[CH:2]=[C:3]([OH:8])[CH:4]=1. The yield is 0.300.